From a dataset of Reaction yield outcomes from USPTO patents with 853,638 reactions. Predict the reaction yield, written as a fraction of the theoretical maximum amount of product (1.0 means a 100% yield; for example, 0.34 means a 34% yield). (1) The reactants are [C:1]1([S:7]([CH2:10][F:11])(=[O:9])=[O:8])[CH:6]=[CH:5][CH:4]=[CH:3][CH:2]=1.P(Cl)(=O)(OCC)OCC.O1CCCC1.C[Si](C)(C)[N-][Si](C)(C)C.[Li+].O=[C:37]1[CH2:40][N:39]([C:41]([O:43][C:44]([CH3:47])([CH3:46])[CH3:45])=[O:42])[CH2:38]1.[Cl-].[NH4+]. The catalyst is CCOC(C)=O. The product is [F:11][C:10](=[C:37]1[CH2:38][N:39]([C:41]([O:43][C:44]([CH3:47])([CH3:46])[CH3:45])=[O:42])[CH2:40]1)[S:7]([C:1]1[CH:2]=[CH:3][CH:4]=[CH:5][CH:6]=1)(=[O:9])=[O:8]. The yield is 0.775. (2) The reactants are [CH3:1][C:2]1[CH:7]=[CH:6][C:5]([S:8]([O:11][CH2:12][C@H:13]([O:16][C:17]2[CH:22]=[CH:21][CH:20]=[CH:19][C:18]=2[CH:23]=CC)[CH:14]=C)(=[O:10])=[O:9])=[CH:4][CH:3]=1. The catalyst is ClCCl. The product is [CH3:1][C:2]1[CH:7]=[CH:6][C:5]([S:8]([O:11][CH2:12][C@H:13]2[CH:14]=[CH:23][C:18]3[C:17](=[CH:22][CH:21]=[CH:20][CH:19]=3)[O:16]2)(=[O:10])=[O:9])=[CH:4][CH:3]=1. The yield is 0.780. (3) The reactants are FC1C(NC2C=CC(I)=CC=2F)=C(C(N2CC(C(O)CC3OCCO3)(O)C2)=O)C=CC=1F.C(N(CC)CC)C.[CH:40]([C:43]1[CH:48]=[C:47]([CH:49]([CH3:51])[CH3:50])[CH:46]=[C:45]([CH:52]([CH3:54])[CH3:53])[C:44]=1[S:55](Cl)(=[O:57])=[O:56])([CH3:42])[CH3:41].C([O:62][CH2:63][CH3:64])(=O)C. The catalyst is ClCCl.CN(C)C1C=CN=CC=1. The product is [CH3:42][CH:40]([C:43]1[CH:48]=[C:47]([CH:49]([CH3:50])[CH3:51])[CH:46]=[C:45]([CH:52]([CH3:54])[CH3:53])[C:44]=1[S:55]([O:62][CH2:63][CH3:64])(=[O:56])=[O:57])[CH3:41]. The yield is 0.140. (4) The reactants are [CH3:1][C:2]([OH:6])([CH3:5])[CH2:3][OH:4].[CH3:7][C:8]([Si:11](Cl)([CH3:13])[CH3:12])([CH3:10])[CH3:9]. The catalyst is C(Cl)Cl.CN(C1C=CN=CC=1)C. The product is [C:8]([Si:11]([CH3:13])([CH3:12])[O:4][CH2:3][C:2]([CH3:5])([OH:6])[CH3:1])([CH3:10])([CH3:9])[CH3:7]. The yield is 0.840. (5) The reactants are [N:1]1[CH:2]=[C:3]([C:10](OCC)=[O:11])[N:4]2[C:9]=1[CH:8]=[CH:7][CH:6]=[N:5]2.[H-].[Al+3].[Li+].[H-].[H-].[H-]. The catalyst is C1COCC1. The product is [N:1]1[CH:2]=[C:3]([CH2:10][OH:11])[N:4]2[C:9]=1[CH:8]=[CH:7][CH:6]=[N:5]2. The yield is 0.570.